From a dataset of Full USPTO retrosynthesis dataset with 1.9M reactions from patents (1976-2016). Predict the reactants needed to synthesize the given product. (1) Given the product [OH:38][C:27]1[C:26](=[O:25])[N:20]([C:17]2[CH:16]=[CH:15][C:14]([C:13]([F:12])([F:21])[F:22])=[CH:19][N:18]=2)[CH:8]([C:7]2[CH:10]=[CH:11][C:4]([CH:1]([CH3:3])[CH3:2])=[CH:5][CH:6]=2)[C:28]=1[C:29](=[O:37])[C:30]1[CH:35]=[CH:34][C:33]([CH3:36])=[CH:32][CH:31]=1, predict the reactants needed to synthesize it. The reactants are: [CH:1]([C:4]1[CH:11]=[CH:10][C:7]([CH:8]=O)=[CH:6][CH:5]=1)([CH3:3])[CH3:2].[F:12][C:13]([F:22])([F:21])[C:14]1[CH:15]=[CH:16][C:17]([NH2:20])=[N:18][CH:19]=1.C([O:25][C:26](=O)[C:27]([OH:38])=[CH:28][C:29](=[O:37])[C:30]1[CH:35]=[CH:34][C:33]([CH3:36])=[CH:32][CH:31]=1)C. (2) Given the product [Cl:11][CH2:10][CH2:9][C@H:3]([NH:2][S:20]([CH2:19][CH2:18][C:16]1[S:17][C:13]([Cl:12])=[CH:14][CH:15]=1)(=[O:22])=[O:21])[C:4]([O:6][CH2:7][CH3:8])=[O:5], predict the reactants needed to synthesize it. The reactants are: Cl.[NH2:2][C@@H:3]([CH2:9][CH2:10][Cl:11])[C:4]([O:6][CH2:7][CH3:8])=[O:5].[Cl:12][C:13]1[S:17][C:16]([CH2:18][CH2:19][S:20](Cl)(=[O:22])=[O:21])=[CH:15][CH:14]=1. (3) Given the product [CH2:32]([O:39][NH:40][C:14](=[O:15])[CH2:13][CH:12]([C:6]1[CH:7]=[CH:8][C:9]([O:10][CH3:11])=[C:4]([O:3][CH2:1][CH3:2])[CH:5]=1)[N:17]1[C:21](=[O:22])[C:20]2=[C:23]([N+:27]([O-:29])=[O:28])[CH:24]=[CH:25][CH:26]=[C:19]2[C:18]1=[O:30])[C:33]1[CH:38]=[CH:37][CH:36]=[CH:35][CH:34]=1, predict the reactants needed to synthesize it. The reactants are: [CH2:1]([O:3][C:4]1[CH:5]=[C:6]([CH:12]([N:17]2[C:21](=[O:22])[C:20]3=[C:23]([N+:27]([O-:29])=[O:28])[CH:24]=[CH:25][CH:26]=[C:19]3[C:18]2=[O:30])[CH2:13][C:14](O)=[O:15])[CH:7]=[CH:8][C:9]=1[O:10][CH3:11])[CH3:2].Cl.[CH2:32]([O:39][NH2:40])[C:33]1[CH:38]=[CH:37][CH:36]=[CH:35][CH:34]=1. (4) Given the product [C:26]1([S:32]([C:2]2[CH:3]=[C:4]([C:18]([O:20][C:21]([CH3:24])([CH3:23])[CH3:22])=[O:19])[C:5]3[C:6]4[CH:16]5[NH:17][CH:13]([CH2:14][CH2:15]5)[CH2:12][C:7]=4[N:8]([CH3:11])[C:9]=3[CH:10]=2)(=[O:34])=[O:33])[CH:31]=[CH:30][CH:29]=[CH:28][CH:27]=1, predict the reactants needed to synthesize it. The reactants are: Br[C:2]1[CH:3]=[C:4]([C:18]([O:20][C:21]([CH3:24])([CH3:23])[CH3:22])=[O:19])[C:5]2[C:6]3[CH:16]4[NH:17][CH:13]([CH2:14][CH2:15]4)[CH2:12][C:7]=3[N:8]([CH3:11])[C:9]=2[CH:10]=1.[Na+].[C:26]1([S:32]([O-:34])=[O:33])[CH:31]=[CH:30][CH:29]=[CH:28][CH:27]=1.